From a dataset of Forward reaction prediction with 1.9M reactions from USPTO patents (1976-2016). Predict the product of the given reaction. The product is: [CH:15]([CH:7]1[C:6](=[O:18])[N:5]([CH2:4][C:3]([OH:19])=[O:2])[C:10]2[CH:11]=[CH:12][CH:13]=[CH:14][C:9]=2[O:8]1)([CH3:17])[CH3:16]. Given the reactants C[O:2][C:3](=[O:19])[CH2:4][N:5]1[C:10]2[CH:11]=[CH:12][CH:13]=[CH:14][C:9]=2[O:8][CH:7]([CH:15]([CH3:17])[CH3:16])[C:6]1=[O:18].[OH-].[Na+], predict the reaction product.